From a dataset of Forward reaction prediction with 1.9M reactions from USPTO patents (1976-2016). Predict the product of the given reaction. (1) Given the reactants [Cl:1][C:2]1[CH:16]=[C:15]([Cl:17])[C:14]([C:18]2[N:26]=[C:25]([Cl:27])[N:24]=[C:23]3[C:19]=2[N:20]=[CH:21][N:22]3CC2C=CC(OC)=CC=2)=[CH:13][C:3]=1[O:4][CH2:5][CH2:6][N:7]1[CH2:11][CH2:10][CH2:9][C:8]1=[O:12].[OH-].[NH4+], predict the reaction product. The product is: [Cl:1][C:2]1[CH:16]=[C:15]([Cl:17])[C:14]([C:18]2[N:26]=[C:25]([Cl:27])[N:24]=[C:23]3[C:19]=2[N:20]=[CH:21][NH:22]3)=[CH:13][C:3]=1[O:4][CH2:5][CH2:6][N:7]1[CH2:11][CH2:10][CH2:9][C:8]1=[O:12]. (2) Given the reactants [Cl:1][C:2]1[CH:7]=[C:6]([Cl:8])[CH:5]=[CH:4][C:3]=1[C:9]1[N:10]=[C:11](/[CH:16]=[CH:17]/[C:18]2[CH:23]=[CH:22][C:21]([O:24][CH3:25])=[CH:20][CH:19]=2)[N:12]([CH2:14][CH3:15])[CH:13]=1.C1(O)C=CC=CC=1.BrC[CH2:35][CH2:36][C:37]([O:39]C)=[O:38], predict the reaction product. The product is: [Cl:1][C:2]1[CH:7]=[C:6]([Cl:8])[CH:5]=[CH:4][C:3]=1[C:9]1[N:10]=[C:11](/[CH:16]=[CH:17]/[C:18]2[CH:19]=[CH:20][C:21]([O:24][CH2:25][CH2:35][CH2:36][C:37]([OH:39])=[O:38])=[CH:22][CH:23]=2)[N:12]([CH2:14][CH3:15])[CH:13]=1.